Predict the reaction yield, written as a fraction of the theoretical maximum amount of product (1.0 means a 100% yield; for example, 0.34 means a 34% yield). From a dataset of Reaction yield outcomes from USPTO patents with 853,638 reactions. (1) The reactants are [CH2:1]([O:8][CH2:9][CH2:10][C:11]1[N:15]=[C:14]([CH2:16][C:17]#[N:18])[NH:13][N:12]=1)[C:2]1[CH:7]=[CH:6][CH:5]=[CH:4][CH:3]=1.C([O:21][C:22](=O)[CH:23]([C:27]1[CH:32]=[CH:31][CH:30]=[CH:29][CH:28]=1)[C:24]([CH3:26])=O)C.C([O-])(=O)C.[NH4+]. No catalyst specified. The product is [CH2:1]([O:8][CH2:9][CH2:10][C:11]1[NH:15][C:14]2=[C:16]([C:17]#[N:18])[C:24]([CH3:26])=[C:23]([C:27]3[CH:32]=[CH:31][CH:30]=[CH:29][CH:28]=3)[C:22](=[O:21])[N:13]2[N:12]=1)[C:2]1[CH:7]=[CH:6][CH:5]=[CH:4][CH:3]=1. The yield is 0.260. (2) The reactants are Br[C:2]1[CH:10]=[CH:9][C:5]([C:6]([OH:8])=[O:7])=[CH:4][CH:3]=1.C([O-])([O-])=O.[Na+].[Na+].[Cl-].[Li+].[Cl:19][C:20]1[CH:25]=[CH:24][C:23](B(O)O)=[CH:22][CH:21]=1. The catalyst is C1(C)C=CC=CC=1.CCO.[Pd].C1(P(C2C=CC=CC=2)C2C=CC=CC=2)C=CC=CC=1.C1(P(C2C=CC=CC=2)C2C=CC=CC=2)C=CC=CC=1.C1(P(C2C=CC=CC=2)C2C=CC=CC=2)C=CC=CC=1.C1(P(C2C=CC=CC=2)C2C=CC=CC=2)C=CC=CC=1. The product is [Cl:19][C:20]1[CH:25]=[CH:24][C:23]([C:2]2[CH:10]=[CH:9][C:5]([C:6]([OH:8])=[O:7])=[CH:4][CH:3]=2)=[CH:22][CH:21]=1. The yield is 0.650. (3) The reactants are Cl[CH2:2][C:3]1[CH:8]=[CH:7][C:6]([CH2:9][CH2:10][C:11]2[N:12]=[C:13]([NH:16][C:17](=[O:19])[CH3:18])[S:14][CH:15]=2)=[CH:5][CH:4]=1.C(NC(N)=[S:25])(=O)C. The catalyst is C(O)C. The product is [SH:25][CH2:2][C:3]1[CH:8]=[CH:7][C:6]([CH2:9][CH2:10][C:11]2[N:12]=[C:13]([NH:16][C:17](=[O:19])[CH3:18])[S:14][CH:15]=2)=[CH:5][CH:4]=1. The yield is 0.868. (4) The reactants are [C:1]1([CH:7]([C:11]2[CH:16]=[CH:15][CH:14]=[CH:13][CH:12]=2)[CH2:8][CH2:9][OH:10])[CH:6]=[CH:5][CH:4]=[CH:3][CH:2]=1.[CH3:17][S:18](Cl)(=[O:20])=[O:19].C(N(CC)CC)C. The catalyst is O1CCCC1.O. The product is [CH3:17][S:18]([O:10][CH2:9][CH2:8][CH:7]([C:1]1[CH:2]=[CH:3][CH:4]=[CH:5][CH:6]=1)[C:11]1[CH:12]=[CH:13][CH:14]=[CH:15][CH:16]=1)(=[O:20])=[O:19]. The yield is 0.790. (5) The reactants are [Cl:1][C:2]1[CH:7]=[CH:6][C:5]([S:8]([NH2:11])(=[O:10])=[O:9])=[C:4]([NH:12][S:13](/[CH:16]=[CH:17]/[C:18]2[CH:23]=[CH:22][C:21]([O:24][CH:25]([F:27])[F:26])=[CH:20][CH:19]=2)(=[O:15])=[O:14])[CH:3]=1.C([O-])(=O)C.[Na+].C1(C)C=CC(S(NN)(=O)=O)=CC=1. The catalyst is O1CCCC1. The product is [Cl:1][C:2]1[CH:7]=[CH:6][C:5]([S:8]([NH2:11])(=[O:10])=[O:9])=[C:4]([NH:12][S:13]([CH2:16][CH2:17][C:18]2[CH:23]=[CH:22][C:21]([O:24][CH:25]([F:26])[F:27])=[CH:20][CH:19]=2)(=[O:14])=[O:15])[CH:3]=1. The yield is 0.100. (6) The reactants are C[O:2]C1C=C2C(C=CC(=O)N2)=CC=1.C[Si]([N-][Si](C)(C)C)(C)C.[Li+].CS(OCCN1CCC(NC(OC(C)(C)C)=O)CC1)(=O)=O.[C:45]([O:49][C:50](=[O:73])[NH:51][CH:52]1[CH2:57][CH2:56][N:55]([CH2:58][CH2:59][N:60]2[C:69]3[C:64](=[CH:65][CH:66]=[C:67]([O:70][CH3:71])[CH:68]=3)[CH:63]=C[C:61]2=[O:72])[CH2:54][CH2:53]1)([CH3:48])([CH3:47])[CH3:46]. The catalyst is CN(C)C=O.ClCCl.CO. The product is [C:45]([O:49][C:50](=[O:73])[NH:51][CH:52]1[CH2:57][CH2:56][N:55]([CH2:58][CH2:59][N:60]2[C:69]3[CH:68]=[C:67]([O:70][CH3:71])[CH:66]=[CH:65][C:64]=3[CH2:63][O:72][C:61]2=[O:2])[CH2:54][CH2:53]1)([CH3:48])([CH3:47])[CH3:46]. The yield is 0.470. (7) The catalyst is O1CCCC1. The yield is 0.880. The reactants are [CH2:1]([O:3][C:4]([C:6]1[C:10]([CH3:11])=[CH:9][NH:8][C:7]=1[CH2:12][C:13](=O)[NH:14][CH2:15][CH2:16][NH:17][C:18](=O)[CH3:19])=[O:5])[CH3:2]. The product is [CH2:1]([O:3][C:4]([C:6]1[C:10]([CH3:11])=[CH:9][NH:8][C:7]=1[CH2:12][CH2:13][NH:14][CH2:15][CH2:16][NH:17][CH2:18][CH3:19])=[O:5])[CH3:2]. (8) The reactants are I.[NH2:2][NH:3][C:4]([NH:7][CH3:8])=[N:5][CH3:6].Cl.[C:10](Cl)(=O)[C:11]1[CH:16]=[CH:15][N:14]=[CH:13][CH:12]=1. The catalyst is N1C=CC=CC=1. The product is [CH3:8][NH:7][C:4]1[N:5]([CH3:6])[C:10]([C:11]2[CH:16]=[CH:15][N:14]=[CH:13][CH:12]=2)=[N:2][N:3]=1. The yield is 0.260.